From a dataset of Full USPTO retrosynthesis dataset with 1.9M reactions from patents (1976-2016). Predict the reactants needed to synthesize the given product. Given the product [F:6][C:7]1[C:12]([N+:13]([O-:15])=[O:14])=[CH:11][CH:10]=[CH:9][C:18]=1[C:17]([OH:20])=[O:19], predict the reactants needed to synthesize it. The reactants are: S(=O)(=O)(O)O.[F:6][C:7]1[C:12]([N+:13]([O-:15])=[O:14])=[CH:11][CH:10]=[CH:9]C=1C.[C:17]([OH:20])(=[O:19])[CH3:18].